From a dataset of NCI-60 drug combinations with 297,098 pairs across 59 cell lines. Regression. Given two drug SMILES strings and cell line genomic features, predict the synergy score measuring deviation from expected non-interaction effect. (1) Drug 1: CC1=C(N=C(N=C1N)C(CC(=O)N)NCC(C(=O)N)N)C(=O)NC(C(C2=CN=CN2)OC3C(C(C(C(O3)CO)O)O)OC4C(C(C(C(O4)CO)O)OC(=O)N)O)C(=O)NC(C)C(C(C)C(=O)NC(C(C)O)C(=O)NCCC5=NC(=CS5)C6=NC(=CS6)C(=O)NCCC[S+](C)C)O. Drug 2: CC1C(C(CC(O1)OC2CC(CC3=C2C(=C4C(=C3O)C(=O)C5=C(C4=O)C(=CC=C5)OC)O)(C(=O)CO)O)N)O.Cl. Cell line: 786-0. Synergy scores: CSS=49.2, Synergy_ZIP=-3.42, Synergy_Bliss=-3.33, Synergy_Loewe=-0.229, Synergy_HSA=1.09. (2) Drug 1: CC(C)(C#N)C1=CC(=CC(=C1)CN2C=NC=N2)C(C)(C)C#N. Drug 2: C1CCC(C(C1)N)N.C(=O)(C(=O)[O-])[O-].[Pt+4]. Cell line: SR. Synergy scores: CSS=50.7, Synergy_ZIP=2.25, Synergy_Bliss=4.82, Synergy_Loewe=-1.98, Synergy_HSA=-0.760. (3) Drug 1: CCC1=CC2CC(C3=C(CN(C2)C1)C4=CC=CC=C4N3)(C5=C(C=C6C(=C5)C78CCN9C7C(C=CC9)(C(C(C8N6C)(C(=O)OC)O)OC(=O)C)CC)OC)C(=O)OC.C(C(C(=O)O)O)(C(=O)O)O. Drug 2: C1C(C(OC1N2C=NC(=NC2=O)N)CO)O. Cell line: T-47D. Synergy scores: CSS=34.7, Synergy_ZIP=5.24, Synergy_Bliss=6.24, Synergy_Loewe=-8.21, Synergy_HSA=1.99. (4) Drug 1: CCCS(=O)(=O)NC1=C(C(=C(C=C1)F)C(=O)C2=CNC3=C2C=C(C=N3)C4=CC=C(C=C4)Cl)F. Drug 2: CCC1(CC2CC(C3=C(CCN(C2)C1)C4=CC=CC=C4N3)(C5=C(C=C6C(=C5)C78CCN9C7C(C=CC9)(C(C(C8N6C)(C(=O)OC)O)OC(=O)C)CC)OC)C(=O)OC)O.OS(=O)(=O)O. Cell line: SN12C. Synergy scores: CSS=20.7, Synergy_ZIP=10.8, Synergy_Bliss=10.6, Synergy_Loewe=-18.2, Synergy_HSA=8.87. (5) Drug 1: C1CC(C1)(C(=O)O)C(=O)O.[NH2-].[NH2-].[Pt+2]. Drug 2: C1=NNC2=C1C(=O)NC=N2. Cell line: 786-0. Synergy scores: CSS=-3.17, Synergy_ZIP=1.89, Synergy_Bliss=2.71, Synergy_Loewe=-4.66, Synergy_HSA=-3.40. (6) Drug 1: CN(C)N=NC1=C(NC=N1)C(=O)N. Drug 2: CC1=C(N=C(N=C1N)C(CC(=O)N)NCC(C(=O)N)N)C(=O)NC(C(C2=CN=CN2)OC3C(C(C(C(O3)CO)O)O)OC4C(C(C(C(O4)CO)O)OC(=O)N)O)C(=O)NC(C)C(C(C)C(=O)NC(C(C)O)C(=O)NCCC5=NC(=CS5)C6=NC(=CS6)C(=O)NCCC[S+](C)C)O. Cell line: HOP-62. Synergy scores: CSS=15.4, Synergy_ZIP=-5.01, Synergy_Bliss=0.528, Synergy_Loewe=-30.6, Synergy_HSA=-2.35. (7) Drug 1: C1=C(C(=O)NC(=O)N1)N(CCCl)CCCl. Drug 2: CC12CCC3C(C1CCC2OP(=O)(O)O)CCC4=C3C=CC(=C4)OC(=O)N(CCCl)CCCl.[Na+]. Cell line: UACC62. Synergy scores: CSS=8.75, Synergy_ZIP=-11.4, Synergy_Bliss=-18.8, Synergy_Loewe=-27.3, Synergy_HSA=-16.8.